Dataset: Forward reaction prediction with 1.9M reactions from USPTO patents (1976-2016). Task: Predict the product of the given reaction. (1) Given the reactants [CH2:1]([N:8]1[C:18]2[C:13](=[CH:14][CH:15]=[C:16]([O:19][CH3:20])[CH:17]=2)[C:11](=O)[C:9]1=[O:10])[C:2]1[CH:7]=[CH:6][CH:5]=[CH:4][CH:3]=1.[C:21]([NH:29][NH2:30])(=[O:28])[C:22]1[CH:27]=[CH:26][CH:25]=[CH:24][CH:23]=1, predict the reaction product. The product is: [CH2:1]([N:8]1[C:18]2[C:13](=[CH:14][CH:15]=[C:16]([O:19][CH3:20])[CH:17]=2)/[C:11](=[N:30]/[NH:29][C:21](=[O:28])[C:22]2[CH:27]=[CH:26][CH:25]=[CH:24][CH:23]=2)/[C:9]1=[O:10])[C:2]1[CH:7]=[CH:6][CH:5]=[CH:4][CH:3]=1. (2) Given the reactants [C:1]([O:5][C:6]([NH:8][CH2:9][C@H:10]1[CH2:15][CH2:14][C@H:13]([C:16]([NH:18][C@H:19]([C:37](=[O:50])[NH:38][C:39]2[CH:44]=[CH:43][C:42]([C:45]3[N:46]=[N:47][NH:48][N:49]=3)=[CH:41][CH:40]=2)[CH2:20][C:21]2[CH:26]=[CH:25][C:24]([C:27]3[CH:32]=[CH:31][C:30]([C:33](O)=[O:34])=[CH:29][C:28]=3[CH3:36])=[CH:23][CH:22]=2)=[O:17])[CH2:12][CH2:11]1)=[O:7])([CH3:4])([CH3:3])[CH3:2].[NH:51]1[CH2:55][CH2:54][CH2:53][CH2:52]1.F[P-](F)(F)(F)(F)F.CN(C(ON1C2=NC=CC=C2N=N1)=[N+](C)C)C.C(N(CC)C(C)C)(C)C, predict the reaction product. The product is: [CH3:36][C:28]1[CH:29]=[C:30]([C:33]([N:51]2[CH2:55][CH2:54][CH2:53][CH2:52]2)=[O:34])[CH:31]=[CH:32][C:27]=1[C:24]1[CH:25]=[CH:26][C:21]([CH2:20][C@H:19]([NH:18][C:16]([C@H:13]2[CH2:12][CH2:11][C@H:10]([CH2:9][NH:8][C:6](=[O:7])[O:5][C:1]([CH3:3])([CH3:4])[CH3:2])[CH2:15][CH2:14]2)=[O:17])[C:37](=[O:50])[NH:38][C:39]2[CH:40]=[CH:41][C:42]([C:45]3[N:46]=[N:47][NH:48][N:49]=3)=[CH:43][CH:44]=2)=[CH:22][CH:23]=1. (3) Given the reactants Cl[C:2]1[C:11]2[C:6](=[C:7]([O:14][CH3:15])[C:8]([O:12][CH3:13])=[CH:9][CH:10]=2)[CH:5]=[C:4]([NH:16][C:17]2[CH:21]=[C:20]([CH3:22])[NH:19][N:18]=2)[N:3]=1.[NH2:23][C:24]1[CH:31]=[CH:30][C:27]([C:28]#[N:29])=[CH:26][CH:25]=1, predict the reaction product. The product is: [CH3:22][C:20]1[NH:19][N:18]=[C:17]([NH:16][C:4]2[N:3]=[C:2]([NH:23][C:24]3[CH:31]=[CH:30][C:27]([C:28]#[N:29])=[CH:26][CH:25]=3)[C:11]3[C:6]([CH:5]=2)=[C:7]([O:14][CH3:15])[C:8]([O:12][CH3:13])=[CH:9][CH:10]=3)[CH:21]=1.